This data is from Full USPTO retrosynthesis dataset with 1.9M reactions from patents (1976-2016). The task is: Predict the reactants needed to synthesize the given product. (1) The reactants are: [CH3:1][O:2][C:3]([C:5]1[C:14]([OH:15])=[CH:13][C:12]2[C:7](=[CH:8][CH:9]=[CH:10][CH:11]=2)[C:6]=1[OH:16])=[O:4].C(N(CC)CC)C.[CH3:24][O:25][CH2:26]Cl.O. Given the product [OH:15][C:14]1[C:5]([C:3]([O:2][CH3:1])=[O:4])=[C:6]([O:16][CH2:24][O:25][CH3:26])[C:7]2[C:12]([CH:13]=1)=[CH:11][CH:10]=[CH:9][CH:8]=2, predict the reactants needed to synthesize it. (2) Given the product [Cl:1][C:2]1[CH:3]=[C:4]([C:8]2[O:16][C:15]3[CH:14]=[CH:13][N:12]([C:17]4[CH:18]=[C:19]5[C:23](=[CH:24][CH:25]=4)[N:22]([CH2:29][CH2:30][N:31]4[CH2:35][CH2:34][CH2:33][CH2:32]4)[N:21]=[CH:20]5)[C:11](=[O:26])[C:10]=3[CH:9]=2)[CH:5]=[CH:6][CH:7]=1, predict the reactants needed to synthesize it. The reactants are: [Cl:1][C:2]1[CH:3]=[C:4]([C:8]2[O:16][C:15]3[CH:14]=[CH:13][N:12]([C:17]4[CH:18]=[C:19]5[C:23](=[CH:24][CH:25]=4)[NH:22][N:21]=[CH:20]5)[C:11](=[O:26])[C:10]=3[CH:9]=2)[CH:5]=[CH:6][CH:7]=1.Cl.Cl[CH2:29][CH2:30][N:31]1[CH2:35][CH2:34][CH2:33][CH2:32]1.C([O-])([O-])=O.[Cs+].[Cs+]. (3) Given the product [CH3:24][CH:25]1[NH:26][CH:27]([CH3:31])[CH2:28][N:29]([C:2]2[N:7]3[CH:8]=[C:9]([CH2:11][N:12]([CH3:23])[CH:13]4[C:22]5[N:21]=[CH:20][CH:19]=[CH:18][C:17]=5[CH2:16][CH2:15][CH2:14]4)[N:10]=[C:6]3[CH:5]=[CH:4][CH:3]=2)[CH2:30]1, predict the reactants needed to synthesize it. The reactants are: F[C:2]1[N:7]2[CH:8]=[C:9]([CH2:11][N:12]([CH3:23])[CH:13]3[C:22]4[N:21]=[CH:20][CH:19]=[CH:18][C:17]=4[CH2:16][CH2:15][CH2:14]3)[N:10]=[C:6]2[CH:5]=[CH:4][CH:3]=1.[CH3:24][CH:25]1[CH2:30][NH:29][CH2:28][CH:27]([CH3:31])[NH:26]1. (4) Given the product [CH2:20]([N:18]1[CH2:17][CH2:16][N:15]2[C:9]3[CH:8]=[CH:7][CH:6]=[CH:28][C:10]=3[C:11](=[O:27])[NH:12][CH2:13][CH:14]2[CH2:19]1)[C:21]1[CH:26]=[CH:25][CH:24]=[CH:23][CH:22]=1, predict the reactants needed to synthesize it. The reactants are: N([O-])=O.[Na+].N[C:6]1[CH:7]=[CH:8][C:9]2[N:15]3[CH2:16][CH2:17][N:18]([CH2:20][C:21]4[CH:26]=[CH:25][CH:24]=[CH:23][CH:22]=4)[CH2:19][CH:14]3[CH2:13][NH:12][C:11](=[O:27])[C:10]=2[CH:28]=1.Cl. (5) Given the product [Cl:21][C:15]1[CH:16]=[C:17]([Cl:20])[CH:18]=[CH:19][C:14]=1[CH2:13][N:1]1[C:9]2[C:4](=[CH:5][C:6]([CH:10]=[O:11])=[CH:7][CH:8]=2)[CH:3]=[N:2]1, predict the reactants needed to synthesize it. The reactants are: [NH:1]1[C:9]2[C:4](=[CH:5][C:6]([CH:10]=[O:11])=[CH:7][CH:8]=2)[CH:3]=[N:2]1.Br[CH2:13][C:14]1[CH:19]=[CH:18][C:17]([Cl:20])=[CH:16][C:15]=1[Cl:21]. (6) Given the product [NH2:1][C:2]1[C:6]([C:7]([NH2:8])=[O:15])=[CH:5][N:4]([CH:9]2[CH2:10][CH2:11][CH2:12][CH2:13]2)[N:3]=1, predict the reactants needed to synthesize it. The reactants are: [NH2:1][C:2]1[C:6]([C:7]#[N:8])=[CH:5][N:4]([CH:9]2[CH2:13][CH2:12][CH2:11][CH2:10]2)[N:3]=1.S(=O)(=O)(O)[OH:15].[NH4+].[OH-]. (7) Given the product [Cl:21][C:18]1[CH:17]=[CH:16][C:15]([C:14]2([CH:11]3[CH2:10][CH2:9][NH:8][CH2:13][CH2:12]3)[O:22][C:30]3[CH:29]=[CH:28][CH:27]=[CH:25][C:23]=3[O:24]2)=[CH:20][CH:19]=1, predict the reactants needed to synthesize it. The reactants are: C(OC([N:8]1[CH2:13][CH2:12][CH:11]([C:14](=[O:22])[C:15]2[CH:20]=[CH:19][C:18]([Cl:21])=[CH:17][CH:16]=2)[CH2:10][CH2:9]1)=O)(C)(C)C.[C:23]1([C:25](=[CH:27][CH:28]=[CH:29][CH:30]=1)O)[OH:24].CC1C=CC(S(O)(=O)=O)=CC=1.O.C1(C)C=CC=CC=1.